Dataset: Reaction yield outcomes from USPTO patents with 853,638 reactions. Task: Predict the reaction yield, written as a fraction of the theoretical maximum amount of product (1.0 means a 100% yield; for example, 0.34 means a 34% yield). The reactants are Cl.[NH2:2][C@H:3]([C:5]([NH:7][C@H:8]([C:25]([O:27][CH2:28][C:29]1[CH:34]=[CH:33][CH:32]=[CH:31][CH:30]=1)=[O:26])[CH2:9][CH2:10][CH2:11][CH2:12][NH:13][C:14]([O:16][CH2:17][C:18]1[CH:24]=[CH:23][CH:22]=[CH:21][C:19]=1[Cl:20])=[O:15])=[O:6])[CH3:4].[N:35]1([C:43]([O:45][C:46]([CH3:49])([CH3:48])[CH3:47])=[O:44])[CH2:42][CH2:41][CH2:40][C@H:36]1[C:37](O)=[O:38].ON1C2C=CC=CC=2N=N1.C1(N=C=NC2CCCCC2)CCCCC1. The catalyst is O1CCCC1.C(Cl)(Cl)Cl.CO. The product is [N:35]1([C:43]([O:45][C:46]([CH3:49])([CH3:48])[CH3:47])=[O:44])[CH2:42][CH2:41][CH2:40][C@H:36]1[C:37]([NH:2][C@H:3]([C:5]([NH:7][C@H:8]([C:25]([O:27][CH2:28][C:29]1[CH:34]=[CH:33][CH:32]=[CH:31][CH:30]=1)=[O:26])[CH2:9][CH2:10][CH2:11][CH2:12][NH:13][C:14]([O:16][CH2:17][C:18]1[CH:24]=[CH:23][CH:22]=[CH:21][C:19]=1[Cl:20])=[O:15])=[O:6])[CH3:4])=[O:38]. The yield is 0.980.